Task: Regression/Classification. Given a drug SMILES string, predict its toxicity properties. Task type varies by dataset: regression for continuous values (e.g., LD50, hERG inhibition percentage) or binary classification for toxic/non-toxic outcomes (e.g., AMES mutagenicity, cardiotoxicity, hepatotoxicity). Dataset: ames.. Dataset: Ames mutagenicity test results for genotoxicity prediction The compound is C/C=C(\Cl)C1=CC(=O)C23CC2C(C)(C)OC3(O)C1=O. The result is 1 (mutagenic).